Dataset: Full USPTO retrosynthesis dataset with 1.9M reactions from patents (1976-2016). Task: Predict the reactants needed to synthesize the given product. (1) Given the product [F:22][C:18]1[CH:19]=[CH:20][CH:21]=[C:2]([F:1])[C:3]=1[CH2:4][C@H:5]1[CH2:10][C@H:9]([C:11](=[O:13])[CH2:39][C:38]([O:37][CH2:35][CH3:36])=[O:43])[CH2:8][CH2:7][N:6]1[C:14]([O:16][CH3:17])=[O:15].[F:1][C:2]1[CH:21]=[CH:20][CH:19]=[C:18]([F:22])[C:3]=1[CH2:4][C@H:5]1[CH2:10][C@@H:9]([C:40](=[O:42])[CH2:39][C:38]([O:37][CH2:35][CH3:36])=[O:43])[CH2:8][CH2:7][N:6]1[C:14]([O:16][CH3:17])=[O:15], predict the reactants needed to synthesize it. The reactants are: [F:1][C:2]1[CH:21]=[CH:20][CH:19]=[C:18]([F:22])[C:3]=1[CH2:4][CH:5]1[CH2:10][CH:9]([C:11]([OH:13])=O)[CH2:8][CH2:7][N:6]1[C:14]([O:16][CH3:17])=[O:15].N1(C(N2C=CN=C2)=O)C=CN=C1.[CH2:35]([O:37][C:38](=[O:43])[CH2:39][C:40]([O-:42])=O)[CH3:36].[K+].Cl. (2) Given the product [NH2:52][C:23]1[C:22]2[N:21]=[C:20]([CH2:43][O:44][CH2:45][CH3:46])[N:19]([CH2:18][CH:16]3[CH2:15][O:14][C:13]([CH3:47])([CH3:12])[O:17]3)[C:31]=2[C:30]2[CH:29]=[CH:28][C:27]([O:32][CH2:33][CH2:34][NH:35][C:36](=[O:42])[O:37][C:38]([CH3:39])([CH3:40])[CH3:41])=[CH:26][C:25]=2[N:24]=1, predict the reactants needed to synthesize it. The reactants are: C1C=C(Cl)C=C(C(OO)=O)C=1.[CH3:12][C:13]1([CH3:47])[O:17][CH:16]([CH2:18][N:19]2[C:31]3[C:30]4[CH:29]=[CH:28][C:27]([O:32][CH2:33][CH2:34][NH:35][C:36](=[O:42])[O:37][C:38]([CH3:41])([CH3:40])[CH3:39])=[CH:26][C:25]=4[N:24]=[CH:23][C:22]=3[N:21]=[C:20]2[CH2:43][O:44][CH2:45][CH3:46])[CH2:15][O:14]1.C[C@H](N)C([NH:52][C@H](C(N[C@H](C(N1[C@H](C(O)=O)CCC1)=O)CC(O)=O)=O)CC(N)=O)=O.C1(C)C(S(Cl)(=O)=O)=CC=CC=1. (3) Given the product [Br:1][C:2]1[CH:3]=[C:4]([C:16]([CH3:19])([CH3:18])[CH3:17])[C:5]([O:14][CH3:15])=[C:6]([N:8]2[CH2:9][CH2:10][N:11]([CH2:32][C:33]#[N:34])[CH2:12][CH2:13]2)[CH:7]=1, predict the reactants needed to synthesize it. The reactants are: [Br:1][C:2]1[CH:3]=[C:4]([C:16]([CH3:19])([CH3:18])[CH3:17])[C:5]([O:14][CH3:15])=[C:6]([N:8]2[CH2:13][CH2:12][NH:11][CH2:10][CH2:9]2)[CH:7]=1.C(=O)([O-])[O-].[K+].[K+].CN(C)C=O.Br[CH2:32][C:33]#[N:34]. (4) The reactants are: [OH-].[Na+].[CH2:3]([O:7][C:8]1[CH:13]=[C:12](/[CH:14]=[C:15](\[O:20][CH3:21])/[C:16]([O:18]C)=[O:17])[CH:11]=[CH:10][C:9]=1[C:22]1[CH:27]=[CH:26][CH:25]=[C:24]([N:28]([CH3:36])[C:29]([NH:31][CH2:32][CH2:33][CH2:34][CH3:35])=[O:30])[CH:23]=1)[CH2:4][CH2:5][CH3:6].Cl.O. Given the product [CH2:3]([O:7][C:8]1[CH:13]=[C:12](/[CH:14]=[C:15](\[O:20][CH3:21])/[C:16]([OH:18])=[O:17])[CH:11]=[CH:10][C:9]=1[C:22]1[CH:27]=[CH:26][CH:25]=[C:24]([N:28]([CH3:36])[C:29]([NH:31][CH2:32][CH2:33][CH2:34][CH3:35])=[O:30])[CH:23]=1)[CH2:4][CH2:5][CH3:6], predict the reactants needed to synthesize it. (5) Given the product [C:2]([C:4]1[N:5]([C:15]2[CH:28]=[CH:27][C:18]([CH2:19][NH:20][C:21]([C:23]3([NH:26][C:36](=[O:37])[C:35]4[CH:39]=[C:31]([C:30]([F:41])([F:29])[F:40])[CH:32]=[N:33][CH:34]=4)[CH2:24][CH2:25]3)=[O:22])=[CH:17][CH:16]=2)[C:6]2[C:11]([CH:12]=1)=[CH:10][C:9]([O:13][CH3:14])=[CH:8][CH:7]=2)#[N:3], predict the reactants needed to synthesize it. The reactants are: Cl.[C:2]([C:4]1[N:5]([C:15]2[CH:28]=[CH:27][C:18]([CH2:19][NH:20][C:21]([C:23]3([NH2:26])[CH2:25][CH2:24]3)=[O:22])=[CH:17][CH:16]=2)[C:6]2[C:11]([CH:12]=1)=[CH:10][C:9]([O:13][CH3:14])=[CH:8][CH:7]=2)#[N:3].[F:29][C:30]([F:41])([F:40])[C:31]1[CH:32]=[N:33][CH:34]=[C:35]([CH:39]=1)[C:36](O)=[O:37].